This data is from Merck oncology drug combination screen with 23,052 pairs across 39 cell lines. The task is: Regression. Given two drug SMILES strings and cell line genomic features, predict the synergy score measuring deviation from expected non-interaction effect. (1) Drug 1: CS(=O)(=O)CCNCc1ccc(-c2ccc3ncnc(Nc4ccc(OCc5cccc(F)c5)c(Cl)c4)c3c2)o1. Drug 2: NC1(c2ccc(-c3nc4ccn5c(=O)[nH]nc5c4cc3-c3ccccc3)cc2)CCC1. Cell line: SW620. Synergy scores: synergy=-12.2. (2) Drug 2: COC1=C2CC(C)CC(OC)C(O)C(C)C=C(C)C(OC(N)=O)C(OC)C=CC=C(C)C(=O)NC(=CC1=O)C2=O. Cell line: NCIH520. Synergy scores: synergy=-14.0. Drug 1: O=C(CCCCCCC(=O)Nc1ccccc1)NO.